From a dataset of Peptide-MHC class II binding affinity with 134,281 pairs from IEDB. Regression. Given a peptide amino acid sequence and an MHC pseudo amino acid sequence, predict their binding affinity value. This is MHC class II binding data. (1) The peptide sequence is AAYKAAKAAAAAA. The MHC is H-2-IEk with pseudo-sequence H-2-IEk. The binding affinity (normalized) is 0. (2) The peptide sequence is SQDLELSWNLNGLQADLSS. The MHC is HLA-DQA10301-DQB10301 with pseudo-sequence HLA-DQA10301-DQB10301. The binding affinity (normalized) is 0. (3) The peptide sequence is AFKVAATSANAAPAN. The MHC is HLA-DPA10103-DPB10301 with pseudo-sequence HLA-DPA10103-DPB10301. The binding affinity (normalized) is 0.551. (4) The peptide sequence is SKLKLLKGSETTVTE. The MHC is DRB1_0404 with pseudo-sequence DRB1_0404. The binding affinity (normalized) is 0.481. (5) The peptide sequence is LRTKLMTSRRVLEKE. The MHC is H-2-IAb with pseudo-sequence H-2-IAb. The binding affinity (normalized) is 0.208. (6) The peptide sequence is GQKYFKGNFQRLAIT. The MHC is HLA-DQA10501-DQB10201 with pseudo-sequence HLA-DQA10501-DQB10201. The binding affinity (normalized) is 0.210. (7) The peptide sequence is KYMVIQGEPGRVIRG. The MHC is DRB5_0101 with pseudo-sequence DRB5_0101. The binding affinity (normalized) is 0.671. (8) The peptide sequence is LTMPNACSANNSHHY. The MHC is DRB1_0101 with pseudo-sequence DRB1_0101. The binding affinity (normalized) is 0.0851. (9) The peptide sequence is YDVFLANVSTVLTGK. The MHC is DRB1_1602 with pseudo-sequence DRB1_1602. The binding affinity (normalized) is 0.791. (10) The peptide sequence is KYTATISGLKPGVDY. The MHC is HLA-DQA10101-DQB10501 with pseudo-sequence HLA-DQA10101-DQB10501. The binding affinity (normalized) is 0.